From a dataset of Reaction yield outcomes from USPTO patents with 853,638 reactions. Predict the reaction yield, written as a fraction of the theoretical maximum amount of product (1.0 means a 100% yield; for example, 0.34 means a 34% yield). (1) The reactants are [CH:1]([C:3]1[C:11]2[C:6](=[C:7]([N+:13]([O-:15])=[O:14])[CH:8]=[CH:9][C:10]=2[CH3:12])[NH:5][CH:4]=1)=O.Cl.NO.[N:19]1C=CC=CC=1.C(N1C=CN=C1)(N1C=CN=C1)=O.C(N(CC)CC)C. The catalyst is CN(C)C=O. The product is [C:1]([C:3]1[C:11]2[C:6](=[C:7]([N+:13]([O-:15])=[O:14])[CH:8]=[CH:9][C:10]=2[CH3:12])[NH:5][CH:4]=1)#[N:19]. The yield is 0.897. (2) The reactants are Br[C:2]1[CH:3]=[C:4]([N:22]([CH2:29][CH:30]([F:32])[F:31])[CH:23]2[CH2:28][CH2:27][O:26][CH2:25][CH2:24]2)[C:5]([CH3:21])=[C:6]([CH:20]=1)[C:7]([NH:9][CH2:10][C:11]1[C:12](=[O:19])[NH:13][C:14]([CH3:18])=[CH:15][C:16]=1[CH3:17])=[O:8].CC1(C)C(C)(C)OB([C:41]2[CH:53]=[CH:52][C:44]([CH2:45][N:46]3[CH2:51][CH2:50][O:49][CH2:48][CH2:47]3)=[CH:43][CH:42]=2)O1.C([O-])([O-])=O.[Na+].[Na+]. The catalyst is O1CCOCC1.O.[Pd].C1(P(C2C=CC=CC=2)C2C=CC=CC=2)C=CC=CC=1. The product is [F:31][CH:30]([F:32])[CH2:29][N:22]([CH:23]1[CH2:28][CH2:27][O:26][CH2:25][CH2:24]1)[C:4]1[C:5]([CH3:21])=[C:6]([C:7]([NH:9][CH2:10][C:11]2[C:12](=[O:19])[NH:13][C:14]([CH3:18])=[CH:15][C:16]=2[CH3:17])=[O:8])[CH:20]=[C:2]([C:41]2[CH:42]=[CH:43][C:44]([CH2:45][N:46]3[CH2:51][CH2:50][O:49][CH2:48][CH2:47]3)=[CH:52][CH:53]=2)[CH:3]=1. The yield is 0.670. (3) The reactants are [OH:1][C:2]1([CH2:26][OH:27])[CH2:7][CH2:6][N:5]([C:8]2[CH:13]=[CH:12][C:11]([N:14]3[CH2:18][C@H:17]([CH2:19][NH:20][C:21](=[O:23])[CH3:22])[O:16][C:15]3=[O:24])=[CH:10][C:9]=2[F:25])[CH2:4][CH2:3]1.C=O.[C:30]1(C)C=CC(S(O)(=O)=O)=CC=1. The catalyst is C1C=CC=CC=1. The product is [O:1]1[C:2]2([CH2:3][CH2:4][N:5]([C:8]3[CH:13]=[CH:12][C:11]([N:14]4[CH2:18][C@H:17]([CH2:19][NH:20][C:21](=[O:23])[CH3:22])[O:16][C:15]4=[O:24])=[CH:10][C:9]=3[F:25])[CH2:6][CH2:7]2)[CH2:26][O:27][CH2:30]1. The yield is 0.570. (4) The reactants are [C:1]([C:3]1[CH:8]=[CH:7][C:6]([C:9]2([O:12][CH:13]([CH3:15])[CH3:14])[CH2:11][CH2:10]2)=[CH:5][CH:4]=1)#[CH:2].[CH3:16][O:17][C:18](=[O:27])[CH2:19][C:20]1[CH:25]=[CH:24][C:23](I)=[CH:22][CH:21]=1. The catalyst is C(N(CC)CC)C.[Cu]I.Cl[Pd](Cl)([P](C1C=CC=CC=1)(C1C=CC=CC=1)C1C=CC=CC=1)[P](C1C=CC=CC=1)(C1C=CC=CC=1)C1C=CC=CC=1. The product is [CH:13]([O:12][C:9]1([C:6]2[CH:7]=[CH:8][C:3]([C:1]#[C:2][C:23]3[CH:24]=[CH:25][C:20]([CH2:19][C:18]([O:17][CH3:16])=[O:27])=[CH:21][CH:22]=3)=[CH:4][CH:5]=2)[CH2:10][CH2:11]1)([CH3:15])[CH3:14]. The yield is 0.700. (5) The yield is 0.290. The catalyst is C1(C)C=CC=CC=1. The product is [CH3:9][O:8][C:6]1[CH:7]=[C:2]2[C:3]([C:10]([C:12]3[CH:17]=[CH:16][CH:15]=[CH:14][CH:13]=3)=[C:20]([C:18]#[N:19])[C:21](=[O:22])[NH:1]2)=[CH:4][CH:5]=1. The reactants are [NH2:1][C:2]1[CH:7]=[C:6]([O:8][CH3:9])[CH:5]=[CH:4][C:3]=1[C:10]([C:12]1[CH:17]=[CH:16][CH:15]=[CH:14][CH:13]=1)=O.[C:18]([CH2:20][C:21](OCC)=[O:22])#[N:19].N1CCCCC1.